From a dataset of Retrosynthesis with 50K atom-mapped reactions and 10 reaction types from USPTO. Predict the reactants needed to synthesize the given product. (1) Given the product O=Cc1c(F)cccc1Br, predict the reactants needed to synthesize it. The reactants are: CN(C)C=O.Fc1cccc(Br)c1. (2) Given the product Nc1cc(Br)cc(C(=O)NCCN2CCOCC2)c1, predict the reactants needed to synthesize it. The reactants are: NCCN1CCOCC1.Nc1cc(Br)cc(C(=O)O)c1. (3) The reactants are: CN1CC(CCCl)OC1=O.Clc1ccccc1N1CCNCC1. Given the product CN1CC(CCN2CCN(c3ccccc3Cl)CC2)OC1=O, predict the reactants needed to synthesize it. (4) Given the product COc1ccc2c(c1)C(=NNc1ccc(S(N)(=O)=O)cc1)C(=O)N2, predict the reactants needed to synthesize it. The reactants are: COc1ccc2c(c1)C(=O)C(=O)N2.NNc1ccc(S(N)(=O)=O)cc1. (5) Given the product CCc1cccc(CC)c1NC(=O)c1cc(C(C)=O)nn1C, predict the reactants needed to synthesize it. The reactants are: CCOC(=O)c1cc(C(C)=O)nn1C.CCc1cccc(CC)c1N. (6) Given the product BrC(Br)=Cc1ccco1, predict the reactants needed to synthesize it. The reactants are: BrC(Br)(Br)Br.O=Cc1ccco1. (7) The reactants are: CC1(C)CCC(N(C(=O)C(C)(C)C=O)[C@H]2CCN(C(=O)OC(C)(C)C)C2)CC1.C[Mg+]. Given the product CC(O)C(C)(C)C(=O)N(C1CCC(C)(C)CC1)C1CCN(C(=O)OC(C)(C)C)C1, predict the reactants needed to synthesize it. (8) Given the product CC(C)C[C@H](NC(=O)Cc1cc(F)cc(F)c1)C(=O)N[C@@H]1C(=O)Nc2ccccc2O[C@@H]1c1ccccc1, predict the reactants needed to synthesize it. The reactants are: CC(C)C[C@H](N)C(=O)N[C@@H]1C(=O)Nc2ccccc2O[C@@H]1c1ccccc1.O=C(O)Cc1cc(F)cc(F)c1. (9) Given the product Cc1ccc(N2CCN(CCCc3cc(-c4ccccc4)n(C(C)(C)C)n3)CC2)c(C)c1, predict the reactants needed to synthesize it. The reactants are: CC(C)(C)n1nc(CCC=O)cc1-c1ccccc1.Cc1ccc(N2CCNCC2)c(C)c1.